From a dataset of Forward reaction prediction with 1.9M reactions from USPTO patents (1976-2016). Predict the product of the given reaction. (1) Given the reactants [CH3:1][CH:2]1[CH2:7][CH2:6][N:5]([CH:8]2[CH2:13][CH2:12][NH:11][CH2:10][CH2:9]2)[CH2:4][CH2:3]1.[CH3:14][N:15]1[CH:20]=[C:19]([S:21](Cl)(=[O:23])=[O:22])[C:18](=[O:25])[N:17]([CH3:26])[C:16]1=[O:27], predict the reaction product. The product is: [CH3:14][N:15]1[CH:20]=[C:19]([S:21]([N:11]2[CH2:12][CH2:13][CH:8]([N:5]3[CH2:6][CH2:7][CH:2]([CH3:1])[CH2:3][CH2:4]3)[CH2:9][CH2:10]2)(=[O:23])=[O:22])[C:18](=[O:25])[N:17]([CH3:26])[C:16]1=[O:27]. (2) Given the reactants [Cl:1][C:2]1[CH:16]=[CH:15][C:5]([O:6][CH:7]2[CH2:12][CH2:11][CH:10]([CH2:13]O)[CH2:9][CH2:8]2)=[CH:4][CH:3]=1.CCN(CC)CC.CS(Cl)(=O)=O.[N-:29]=[N+:30]=[N-:31].[Na+], predict the reaction product. The product is: [Cl:1][C:2]1[CH:16]=[CH:15][C:5]([O:6][CH:7]2[CH2:12][CH2:11][CH:10]([CH2:13][N:29]=[N+:30]=[N-:31])[CH2:9][CH2:8]2)=[CH:4][CH:3]=1. (3) Given the reactants [N:1]1[CH:6]=[CH:5][CH:4]=[CH:3][C:2]=1[C:7]([NH:9][C:10]1[C:11]([C:21]([OH:23])=O)=[N:12][N:13]([CH:15]2[CH2:20][CH2:19][CH2:18][CH2:17][O:16]2)[CH:14]=1)=[O:8].[O:24]([CH2:31][CH2:32][CH2:33][NH2:34])[C:25]1[CH:30]=[CH:29][CH:28]=[CH:27][CH:26]=1.CCN=C=NCCCN(C)C.C1C=CC2N(O)N=NC=2C=1.C(=O)([O-])O.[Na+], predict the reaction product. The product is: [O:24]([CH2:31][CH2:32][CH2:33][NH:34][C:21]([C:11]1[C:10]([NH:9][C:7]([C:2]2[CH:3]=[CH:4][CH:5]=[CH:6][N:1]=2)=[O:8])=[CH:14][N:13]([CH:15]2[CH2:20][CH2:19][CH2:18][CH2:17][O:16]2)[N:12]=1)=[O:23])[C:25]1[CH:30]=[CH:29][CH:28]=[CH:27][CH:26]=1. (4) Given the reactants [C:1]([O:5][C:6](=[O:25])[NH:7][CH2:8][CH:9]([N:14]1C(=O)C2C(=CC=CC=2)C1=O)[CH2:10][O:11][CH2:12][CH3:13])([CH3:4])([CH3:3])[CH3:2].CN, predict the reaction product. The product is: [NH2:14][CH:9]([CH2:10][O:11][CH2:12][CH3:13])[CH2:8][NH:7][C:6](=[O:25])[O:5][C:1]([CH3:3])([CH3:4])[CH3:2].